From a dataset of NCI-60 drug combinations with 297,098 pairs across 59 cell lines. Regression. Given two drug SMILES strings and cell line genomic features, predict the synergy score measuring deviation from expected non-interaction effect. (1) Drug 1: C1=CC(=CC=C1CCC2=CNC3=C2C(=O)NC(=N3)N)C(=O)NC(CCC(=O)O)C(=O)O. Drug 2: C1=C(C(=O)NC(=O)N1)N(CCCl)CCCl. Cell line: RPMI-8226. Synergy scores: CSS=29.4, Synergy_ZIP=-16.0, Synergy_Bliss=-20.4, Synergy_Loewe=-22.0, Synergy_HSA=-15.2. (2) Drug 1: COC1=NC(=NC2=C1N=CN2C3C(C(C(O3)CO)O)O)N. Drug 2: CC(C)(C#N)C1=CC(=CC(=C1)CN2C=NC=N2)C(C)(C)C#N. Cell line: SR. Synergy scores: CSS=66.1, Synergy_ZIP=-0.171, Synergy_Bliss=-0.838, Synergy_Loewe=-3.26, Synergy_HSA=-0.527. (3) Drug 1: CC1C(C(CC(O1)OC2CC(CC3=C2C(=C4C(=C3O)C(=O)C5=C(C4=O)C(=CC=C5)OC)O)(C(=O)CO)O)N)O.Cl. Drug 2: C1C(C(OC1N2C=NC3=C2NC=NCC3O)CO)O. Cell line: SF-268. Synergy scores: CSS=2.23, Synergy_ZIP=-1.38, Synergy_Bliss=-3.58, Synergy_Loewe=-2.26, Synergy_HSA=-2.21. (4) Drug 1: COC1=CC(=CC(=C1O)OC)C2C3C(COC3=O)C(C4=CC5=C(C=C24)OCO5)OC6C(C(C7C(O6)COC(O7)C8=CC=CS8)O)O. Drug 2: CN(CC1=CN=C2C(=N1)C(=NC(=N2)N)N)C3=CC=C(C=C3)C(=O)NC(CCC(=O)O)C(=O)O. Cell line: 786-0. Synergy scores: CSS=51.3, Synergy_ZIP=-1.45, Synergy_Bliss=-0.785, Synergy_Loewe=0.283, Synergy_HSA=2.36. (5) Drug 1: C1CCN(CC1)CCOC2=CC=C(C=C2)C(=O)C3=C(SC4=C3C=CC(=C4)O)C5=CC=C(C=C5)O. Drug 2: CC1CCCC2(C(O2)CC(NC(=O)CC(C(C(=O)C(C1O)C)(C)C)O)C(=CC3=CSC(=N3)C)C)C. Cell line: SK-MEL-28. Synergy scores: CSS=-3.96, Synergy_ZIP=6.07, Synergy_Bliss=9.41, Synergy_Loewe=-5.83, Synergy_HSA=-0.542. (6) Drug 1: C1CC(=O)NC(=O)C1N2C(=O)C3=CC=CC=C3C2=O. Drug 2: CC(C)NC(=O)C1=CC=C(C=C1)CNNC.Cl. Cell line: HT29. Synergy scores: CSS=3.65, Synergy_ZIP=2.18, Synergy_Bliss=3.58, Synergy_Loewe=1.06, Synergy_HSA=-0.993. (7) Drug 2: C1CNP(=O)(OC1)N(CCCl)CCCl. Drug 1: CCC1(CC2CC(C3=C(CCN(C2)C1)C4=CC=CC=C4N3)(C5=C(C=C6C(=C5)C78CCN9C7C(C=CC9)(C(C(C8N6C=O)(C(=O)OC)O)OC(=O)C)CC)OC)C(=O)OC)O.OS(=O)(=O)O. Synergy scores: CSS=3.19, Synergy_ZIP=0.762, Synergy_Bliss=4.46, Synergy_Loewe=2.95, Synergy_HSA=2.58. Cell line: KM12. (8) Drug 1: C1CC(=O)NC(=O)C1N2C(=O)C3=CC=CC=C3C2=O. Drug 2: CC(C)NC(=O)C1=CC=C(C=C1)CNNC.Cl. Cell line: HOP-92. Synergy scores: CSS=8.74, Synergy_ZIP=-4.63, Synergy_Bliss=-4.70, Synergy_Loewe=-4.12, Synergy_HSA=-2.39. (9) Cell line: CCRF-CEM. Drug 2: COC1=C2C(=CC3=C1OC=C3)C=CC(=O)O2. Synergy scores: CSS=44.7, Synergy_ZIP=0.873, Synergy_Bliss=2.06, Synergy_Loewe=-22.4, Synergy_HSA=0.961. Drug 1: C1=NC(=NC(=O)N1C2C(C(C(O2)CO)O)O)N. (10) Drug 1: C1=C(C(=O)NC(=O)N1)N(CCCl)CCCl. Drug 2: CC(C1=C(C=CC(=C1Cl)F)Cl)OC2=C(N=CC(=C2)C3=CN(N=C3)C4CCNCC4)N. Cell line: MDA-MB-231. Synergy scores: CSS=10.6, Synergy_ZIP=-8.99, Synergy_Bliss=-8.90, Synergy_Loewe=-7.00, Synergy_HSA=-6.56.